From a dataset of NCI-60 drug combinations with 297,098 pairs across 59 cell lines. Regression. Given two drug SMILES strings and cell line genomic features, predict the synergy score measuring deviation from expected non-interaction effect. (1) Drug 1: CN(C)N=NC1=C(NC=N1)C(=O)N. Drug 2: C1=CC=C(C(=C1)C(C2=CC=C(C=C2)Cl)C(Cl)Cl)Cl. Cell line: HCT116. Synergy scores: CSS=15.8, Synergy_ZIP=0.0246, Synergy_Bliss=3.11, Synergy_Loewe=4.89, Synergy_HSA=4.97. (2) Drug 1: C1CCC(CC1)NC(=O)N(CCCl)N=O. Drug 2: COC1=C2C(=CC3=C1OC=C3)C=CC(=O)O2. Cell line: HL-60(TB). Synergy scores: CSS=0.769, Synergy_ZIP=-14.0, Synergy_Bliss=-27.7, Synergy_Loewe=-35.4, Synergy_HSA=-26.3.